From a dataset of Catalyst prediction with 721,799 reactions and 888 catalyst types from USPTO. Predict which catalyst facilitates the given reaction. (1) Reactant: C(N1C=CN=C1)(N1C=CN=C1)=O.[F:13][C:14]1[CH:19]=[CH:18][CH:17]=[CH:16][C:15]=1[C:20]1[CH:28]=[N:27][CH:26]=[C:25]([NH:29][C:30]2[CH:35]=[CH:34][C:33]([I:36])=[CH:32][C:31]=2[F:37])[C:21]=1[C:22](O)=[O:23].O.[NH2:39][NH2:40]. Product: [F:13][C:14]1[CH:19]=[CH:18][CH:17]=[CH:16][C:15]=1[C:20]1[CH:28]=[N:27][CH:26]=[C:25]([NH:29][C:30]2[CH:35]=[CH:34][C:33]([I:36])=[CH:32][C:31]=2[F:37])[C:21]=1[C:22]([NH:39][NH2:40])=[O:23]. The catalyst class is: 16. (2) Reactant: [CH2:1]([C:8]1[S:12][C:11]([NH:13][C:14]([C:16]2[CH:21]=[CH:20][C:19]([C@H:22]3[CH2:27][CH2:26][C@H:25](/[CH:28]=[CH:29]/[C:30]([O:32]C(C)(C)C)=[O:31])[CH2:24][CH2:23]3)=[CH:18][CH:17]=2)=[O:15])=[N:10][N:9]=1)[C:2]1[CH:7]=[CH:6][CH:5]=[CH:4][CH:3]=1.FC(F)(F)C(O)=O. Product: [CH2:1]([C:8]1[S:12][C:11]([NH:13][C:14]([C:16]2[CH:17]=[CH:18][C:19]([C@H:22]3[CH2:27][CH2:26][C@H:25](/[CH:28]=[CH:29]/[C:30]([OH:32])=[O:31])[CH2:24][CH2:23]3)=[CH:20][CH:21]=2)=[O:15])=[N:10][N:9]=1)[C:2]1[CH:7]=[CH:6][CH:5]=[CH:4][CH:3]=1. The catalyst class is: 4. (3) Reactant: CN[CH:3]1[CH2:8][CH2:7][C:6]([C:9]2[C:17]3[C:12](=[CH:13][CH:14]=[C:15]([NH:18][C:19]([C:21]4[S:22][CH:23]=[CH:24][CH:25]=4)=[NH:20])[CH:16]=3)[NH:11][CH:10]=2)=[CH:5][CH2:4]1.C1C2[N:29]([CH2:30]C=C(C3C4C(=CC=C(N)C=4)NC=3)C2)[CH2:28]C1.I.CSC(C1SC=CC=1)=N. Product: [CH2:3]1[CH:4]2[N:29]([CH2:30][CH:7]=[C:6]([C:9]3[C:17]4[C:12](=[CH:13][CH:14]=[C:15]([NH:18][C:19]([C:21]5[S:22][CH:23]=[CH:24][CH:25]=5)=[NH:20])[CH:16]=4)[NH:11][CH:10]=3)[CH2:5]2)[CH2:28][CH2:8]1. The catalyst class is: 8. (4) Reactant: [Cl:1][C:2]1[CH:10]=[C:9]2[C:5]([C:6]([C:12]3[N:13]=[C:14]4[C:20]([C:21](O)=[O:22])=[CH:19][N:18]([CH2:24][O:25][CH2:26][CH2:27][Si:28]([CH3:31])([CH3:30])[CH3:29])[C:15]4=[N:16][CH:17]=3)=[N:7][N:8]2[CH3:11])=[CH:4][CH:3]=1.F[P-](F)(F)(F)(F)F.N1(OC(N(C)C)=[N+](C)C)C2N=CC=CC=2N=N1.S(O)(O)(=O)=O.[NH2:61][C:62]1[NH:63][CH:64]=[CH:65][N:66]=1.C(N(C(C)C)CC)(C)C. Product: [NH:63]1[CH:64]=[CH:65][N:66]=[C:62]1[NH:61][C:21]([C:20]1[C:14]2[C:15](=[N:16][CH:17]=[C:12]([C:6]3[C:5]4[C:9](=[CH:10][C:2]([Cl:1])=[CH:3][CH:4]=4)[N:8]([CH3:11])[N:7]=3)[N:13]=2)[N:18]([CH2:24][O:25][CH2:26][CH2:27][Si:28]([CH3:31])([CH3:30])[CH3:29])[CH:19]=1)=[O:22]. The catalyst class is: 145. (5) Reactant: [CH2:1]([N:3]([CH2:31][C:32]([NH:34][CH2:35][CH3:36])=[O:33])[C:4]([C:6]1[CH:7]=[C:8]2[C:16](=[CH:17][CH:18]=1)[N:15]([CH2:19][C:20]([O:22]CC)=[O:21])[C:14]1[CH2:13][CH2:12][CH:11]([CH:25]3[CH2:30][CH2:29][O:28][CH2:27][CH2:26]3)[CH2:10][C:9]2=1)=[O:5])[CH3:2].[OH-].[Na+]. Product: [CH2:1]([N:3]([CH2:31][C:32]([NH:34][CH2:35][CH3:36])=[O:33])[C:4]([C:6]1[CH:7]=[C:8]2[C:16](=[CH:17][CH:18]=1)[N:15]([CH2:19][C:20]([OH:22])=[O:21])[C:14]1[CH2:13][CH2:12][CH:11]([CH:25]3[CH2:30][CH2:29][O:28][CH2:27][CH2:26]3)[CH2:10][C:9]2=1)=[O:5])[CH3:2]. The catalyst class is: 1.